This data is from Drug-induced liver injury (DILI) classification data. The task is: Regression/Classification. Given a drug SMILES string, predict its toxicity properties. Task type varies by dataset: regression for continuous values (e.g., LD50, hERG inhibition percentage) or binary classification for toxic/non-toxic outcomes (e.g., AMES mutagenicity, cardiotoxicity, hepatotoxicity). Dataset: dili. The molecule is Cc1ccnc2c1NC(=O)c1cccnc1N2C1CC1. The result is 1 (causes liver injury).